This data is from Forward reaction prediction with 1.9M reactions from USPTO patents (1976-2016). The task is: Predict the product of the given reaction. (1) Given the reactants [Cl:1][C:2]1[C:10]2[NH:9][C:8]3[CH2:11][CH2:12][N:13]([CH3:15])[CH2:14][C:7]=3[C:6]=2[CH:5]=[CH:4][CH:3]=1.N1CCC[C@H]1C(O)=O.[O-]P([O-])([O-])=O.[K+].[K+].[K+].Br[CH:33]=[C:34]([C:36]1[CH:41]=[CH:40][C:39]([F:42])=[CH:38][CH:37]=1)[CH3:35], predict the reaction product. The product is: [Cl:1][C:2]1[C:10]2[N:9]([CH2:35][C:34]([C:36]3[CH:41]=[CH:40][C:39]([F:42])=[CH:38][CH:37]=3)=[CH2:33])[C:8]3[CH2:11][CH2:12][N:13]([CH3:15])[CH2:14][C:7]=3[C:6]=2[CH:5]=[CH:4][CH:3]=1. (2) Given the reactants COC(=O)C[N:5]([CH2:16][C:17]1[N:18](S(C2C=CC=CC=2)(=O)=O)[CH:19]=[CH:20][C:21]=1[C:22](OCC)=[O:23])[S:6]([C:9]1[CH:14]=[CH:13][C:12](C)=[CH:11][CH:10]=1)(=[O:8])=[O:7].[Li+].C[Si]([N-][Si](C)(C)C)(C)C.[C:47](=O)=[O:48].C[C:51]([CH3:53])=[O:52], predict the reaction product. The product is: [OH:23][C:22]1[C:53]([C:51]([O:48][CH3:47])=[O:52])=[N:18][CH:19]=[C:20]2[N:5]([S:6]([C:9]3[CH:14]=[CH:13][CH:12]=[CH:11][CH:10]=3)(=[O:7])=[O:8])[CH:16]=[CH:17][C:21]=12. (3) The product is: [O:5]=[C:6]1[C@@H:9]([NH:10][C:18](=[O:26])[CH2:19][CH2:20][CH2:21][CH2:22][CH2:23][CH2:24][CH3:25])[CH2:8][NH:7]1. Given the reactants C([O-])(=O)C.[O:5]=[C:6]1[C@@H:9]([NH3+:10])[CH2:8][NH:7]1.CCN(CC)CC.[C:18](Cl)(=[O:26])[CH2:19][CH2:20][CH2:21][CH2:22][CH2:23][CH2:24][CH3:25], predict the reaction product.